Dataset: Forward reaction prediction with 1.9M reactions from USPTO patents (1976-2016). Task: Predict the product of the given reaction. (1) Given the reactants C(OC(=O)[NH:7][CH2:8][CH2:9][C:10]#[C:11][C:12]1[CH:17]=[CH:16][CH:15]=[CH:14][CH:13]=1)(C)(C)C, predict the reaction product. The product is: [C:12]1([C:11]#[C:10][CH2:9][CH2:8][NH2:7])[CH:17]=[CH:16][CH:15]=[CH:14][CH:13]=1. (2) Given the reactants [CH2:1]([P:3]([OH:11])([CH2:5][CH:6]([CH3:10])[C:7]([OH:9])=[O:8])=[O:4])[CH3:2].[O-]CCCC.[O-]CCCC.[O-]CCCC.[O-]CCCC.[Ti+4:32], predict the reaction product. The product is: [Ti+4:32].[CH2:1]([P:3]([OH:11])([CH2:5][CH:6]([CH3:10])[C:7]([O-:9])=[O:8])=[O:4])[CH3:2].[CH2:1]([P:3]([CH2:5][CH:6]([CH3:10])[C:7]([O-:9])=[O:8])([OH:11])=[O:4])[CH3:2].[CH2:1]([P:3]([CH2:5][CH:6]([CH3:10])[C:7]([O-:9])=[O:8])([OH:11])=[O:4])[CH3:2].[CH2:1]([P:3]([CH2:5][CH:6]([CH3:10])[C:7]([O-:9])=[O:8])([OH:11])=[O:4])[CH3:2]. (3) Given the reactants OCCN1CCN(CC(NC2C(SC)=NC(C)=CC=2SC)=O)CC1.O[CH2:26][CH2:27][N:28]1[CH2:33][CH2:32][N:31]([CH2:34][C:35]([NH:37][C:38]2[C:39]([O:49][CH:50]([CH3:52])[CH3:51])=[N:40][C:41]([CH3:48])=[CH:42][C:43]=2[O:44][CH:45]([CH3:47])[CH3:46])=[O:36])[CH2:30][CH2:29]1.SC1NC2C=CC=CC=2N=1.[SH:63][C:64]1[O:65][C:66]2[C:67]([N:72]=1)=[N:68][CH:69]=[CH:70][CH:71]=2, predict the reaction product. The product is: [O:65]1[C:66]2[C:67](=[N:68][CH:69]=[CH:70][CH:71]=2)[N:72]=[C:64]1[S:63][CH2:26][CH2:27][N:28]1[CH2:33][CH2:32][N:31]([CH2:34][C:35]([NH:37][C:38]2[C:39]([O:49][CH:50]([CH3:51])[CH3:52])=[N:40][C:41]([CH3:48])=[CH:42][C:43]=2[O:44][CH:45]([CH3:46])[CH3:47])=[O:36])[CH2:30][CH2:29]1. (4) The product is: [CH2:1]([N:8]1[CH2:12][CH2:11][CH:10]([NH:13][C:57]([CH2:23][C:19]2[CH:18]=[C:17]3[C:22](=[CH:21][CH:20]=2)[NH:14][N:15]=[CH:16]3)=[O:58])[CH2:9]1)[C:2]1[CH:3]=[CH:4][CH:5]=[CH:6][CH:7]=1. Given the reactants [CH2:1]([N:8]1[CH2:12][CH2:11][CH:10]([NH2:13])[CH2:9]1)[C:2]1[CH:7]=[CH:6][CH:5]=[CH:4][CH:3]=1.[NH:14]1[C:22]2[C:17](=[CH:18][C:19]([C:23](O)=O)=[CH:20][CH:21]=2)[CH:16]=[N:15]1.Cl.C(N=C=NCCCN(C)C)C.ON1C2C=CC=CC=2N=N1.CN(C1C=CC=CN=1)C.[C:57](=O)([O-])[OH:58].[Na+], predict the reaction product. (5) Given the reactants [F:1][C:2]1[CH:3]=[C:4]2[C:14](=[CH:15][C:16]=1[F:17])[C:8]1([CH2:13][CH2:12][O:11][CH2:10][CH2:9]1)[C:7](=[O:18])[C:6]([C:19]([NH:21][CH2:22][C:23]([O:25]C(C)(C)C)=[O:24])=[O:20])=[C:5]2[OH:30], predict the reaction product. The product is: [F:1][C:2]1[CH:3]=[C:4]2[C:14](=[CH:15][C:16]=1[F:17])[C:8]1([CH2:13][CH2:12][O:11][CH2:10][CH2:9]1)[C:7](=[O:18])[C:6]([C:19]([NH:21][CH2:22][C:23]([OH:25])=[O:24])=[O:20])=[C:5]2[OH:30]. (6) Given the reactants C(OC([N:8]1[CH2:12][CH2:11][CH2:10][C@@H:9]1[CH2:13][O:14][C:15]1[CH:20]=[CH:19][C:18]([NH:21][CH2:22][C:23]2[CH:28]=[CH:27][CH:26]=[CH:25][CH:24]=2)=[CH:17][CH:16]=1)=O)(C)(C)C.Cl, predict the reaction product. The product is: [CH2:22]([NH:21][C:18]1[CH:19]=[CH:20][C:15]([O:14][CH2:13][C@H:9]2[CH2:10][CH2:11][CH2:12][NH:8]2)=[CH:16][CH:17]=1)[C:23]1[CH:24]=[CH:25][CH:26]=[CH:27][CH:28]=1. (7) Given the reactants [Cl:1][C:2]1[CH:3]=[C:4]2[C:8](=[CH:9][CH:10]=1)[N:7]([CH2:11][C:12]([OH:14])=O)[C:6](=[O:15])[CH2:5]2.[C:16]([C:20]1[CH:26]=[CH:25][C:23]([NH2:24])=[CH:22][CH:21]=1)([CH3:19])([CH3:18])[CH3:17], predict the reaction product. The product is: [C:16]([C:20]1[CH:21]=[CH:22][C:23]([NH:24][C:12](=[O:14])[CH2:11][N:7]2[C:8]3[C:4](=[CH:3][C:2]([Cl:1])=[CH:10][CH:9]=3)[CH2:5][C:6]2=[O:15])=[CH:25][CH:26]=1)([CH3:19])([CH3:17])[CH3:18]. (8) Given the reactants C([O:3][C:4](=[O:32])[CH2:5][S:6][C:7]1[S:11][C:10]([NH:12][C:13]([C:15]2[C:23]3[C:18](=[CH:19][C:20]([C:24]([F:27])([F:26])[F:25])=[CH:21][CH:22]=3)[N:17]([CH2:28][CH:29]3[CH2:31][CH2:30]3)[CH:16]=2)=[O:14])=[N:9][CH:8]=1)C.C1(CN2C3C(=CC=C(F)C=3)C(C(NC3SC=C(SCC(O)=O)N=3)=O)=C2)CC1, predict the reaction product. The product is: [CH:29]1([CH2:28][N:17]2[C:18]3[C:23](=[CH:22][CH:21]=[C:20]([C:24]([F:26])([F:27])[F:25])[CH:19]=3)[C:15]([C:13]([NH:12][C:10]3[S:11][C:7]([S:6][CH2:5][C:4]([OH:32])=[O:3])=[CH:8][N:9]=3)=[O:14])=[CH:16]2)[CH2:30][CH2:31]1. (9) Given the reactants [CH2:1]([C:3]1[CH:8]=[CH:7][C:6]([N+:9]([O-:11])=[O:10])=[CH:5][CH:4]=1)[CH3:2].[Br:12]NC(=O)CCC(N)=O, predict the reaction product. The product is: [Br:12][CH:1]([C:3]1[CH:4]=[CH:5][C:6]([N+:9]([O-:11])=[O:10])=[CH:7][CH:8]=1)[CH3:2].